From a dataset of Peptide-MHC class II binding affinity with 134,281 pairs from IEDB. Regression. Given a peptide amino acid sequence and an MHC pseudo amino acid sequence, predict their binding affinity value. This is MHC class II binding data. (1) The peptide sequence is LTHMMIWHSNLNDAT. The MHC is DRB1_0802 with pseudo-sequence DRB1_0802. The binding affinity (normalized) is 0.421. (2) The peptide sequence is HVCWLEASMLLDNME. The MHC is DRB1_0404 with pseudo-sequence DRB1_0404. The binding affinity (normalized) is 0. (3) The peptide sequence is KTLEAAFTVSSKRNL. The MHC is DRB1_0301 with pseudo-sequence DRB1_0301. The binding affinity (normalized) is 0.170. (4) The peptide sequence is AAATAGTTVYGAFAC. The MHC is HLA-DQA10102-DQB10602 with pseudo-sequence HLA-DQA10102-DQB10602. The binding affinity (normalized) is 0.844. (5) The peptide sequence is GELQIVDKIRAAFKI. The MHC is DRB1_0401 with pseudo-sequence DRB1_0401. The binding affinity (normalized) is 0.587.